From a dataset of Forward reaction prediction with 1.9M reactions from USPTO patents (1976-2016). Predict the product of the given reaction. Given the reactants [CH3:1][N:2]([CH3:12])[C:3]1[CH:10]=[C:9]([CH3:11])[CH:8]=[CH:7][C:4]=1[C:5]#[N:6].[C:13]1([Mg]Br)[CH:18]=[CH:17][CH:16]=[CH:15][CH:14]=1, predict the reaction product. The product is: [NH2:6][CH:5]([C:13]1[CH:18]=[CH:17][CH:16]=[CH:15][CH:14]=1)[C:4]1[CH:7]=[CH:8][C:9]([CH3:11])=[CH:10][C:3]=1[N:2]([CH3:12])[CH3:1].